The task is: Predict the reaction yield, written as a fraction of the theoretical maximum amount of product (1.0 means a 100% yield; for example, 0.34 means a 34% yield).. This data is from Reaction yield outcomes from USPTO patents with 853,638 reactions. (1) The reactants are [NH2:1][C:2]1[CH:7]=[CH:6][N:5]([CH:8]2[O:14][CH:13]([CH2:15][OH:16])[CH:12]([OH:17])[C:9]32[CH2:11][CH2:10]3)[C:4](=[O:18])[N:3]=1.Cl[C:20]1[CH:41]=[CH:40][CH:39]=[CH:38][C:21]=1[O:22][P:23](=[N:25][C@@H:26]([CH3:37])[C:27]([O:29][CH2:30][C:31]1[CH:36]=[CH:35][CH:34]=[CH:33][CH:32]=1)=[O:28])=[O:24].CN1C=CN=C1. The catalyst is C1COCC1.N1C=CC=CC=1. The product is [NH2:1][C:2]1[CH:7]=[CH:6][N:5]([C@@H:8]2[O:14][C@H:13]([CH2:15][O:16][C:38]3[CH:39]=[CH:40][CH:41]=[CH:20][C:21]=3[O:22][P:23](=[N:25][C@@H:26]([CH3:37])[C:27]([O:29][CH2:30][C:31]3[CH:32]=[CH:33][CH:34]=[CH:35][CH:36]=3)=[O:28])=[O:24])[C@@H:12]([OH:17])[C:9]32[CH2:11][CH2:10]3)[C:4](=[O:18])[N:3]=1. The yield is 0.334. (2) The reactants are C([N:4]1[C:12]2[C:11](=[O:13])[N:10]([CH2:14][C:15]3([OH:32])[CH2:20][CH2:19][N:18]([C:21](=[O:31])[CH2:22][C@H:23]([C:25]4[CH:30]=[CH:29][CH:28]=[CH:27][CH:26]=4)[CH3:24])[CH2:17][CH2:16]3)[CH:9]=[N:8][C:7]=2[CH:6]=[CH:5]1)C=C.N12CCN(CC1)CC2.C(O)C. The catalyst is O. The product is [OH:32][C:15]1([CH2:14][N:10]2[C:11](=[O:13])[C:12]3[NH:4][CH:5]=[CH:6][C:7]=3[N:8]=[CH:9]2)[CH2:20][CH2:19][N:18]([C:21](=[O:31])[CH2:22][C@H:23]([C:25]2[CH:26]=[CH:27][CH:28]=[CH:29][CH:30]=2)[CH3:24])[CH2:17][CH2:16]1. The yield is 0.0300.